From a dataset of Catalyst prediction with 721,799 reactions and 888 catalyst types from USPTO. Predict which catalyst facilitates the given reaction. Reactant: [CH:1]([NH:4][C:5]([C:7]1[C:15]2[C:10](=[N:11][CH:12]=[C:13]([C:16]3[C:24]4[C:19](=[CH:20][CH:21]=[C:22]([O:25][Si](C(C)(C)C)(C)C)[CH:23]=4)[N:18]([CH3:33])[N:17]=3)[N:14]=2)[NH:9][CH:8]=1)=[O:6])([CH3:3])[CH3:2].[F-].C([N+](CCCC)(CCCC)CCCC)CCC. Product: [CH:1]([NH:4][C:5]([C:7]1[C:15]2[C:10](=[N:11][CH:12]=[C:13]([C:16]3[C:24]4[C:19](=[CH:20][CH:21]=[C:22]([OH:25])[CH:23]=4)[N:18]([CH3:33])[N:17]=3)[N:14]=2)[NH:9][CH:8]=1)=[O:6])([CH3:3])[CH3:2]. The catalyst class is: 1.